From a dataset of Full USPTO retrosynthesis dataset with 1.9M reactions from patents (1976-2016). Predict the reactants needed to synthesize the given product. (1) Given the product [ClH:16].[F:34][C:29]1[CH:28]=[C:27]([C:24]2[N:25]([CH3:26])[C:21]([S:20][CH2:19][CH2:18][CH2:17][N:10]3[CH2:9][CH2:8][C:7]4[CH:13]=[C:14]5[N:15]=[C:2]([CH3:1])[O:3][C:4]5=[CH:5][C:6]=4[CH2:12][CH2:11]3)=[N:22][N:23]=2)[CH:32]=[CH:31][C:30]=1[F:33], predict the reactants needed to synthesize it. The reactants are: [CH3:1][C:2]1[O:3][C:4]2[C:14]([N:15]=1)=[CH:13][C:7]1[CH2:8][CH2:9][NH:10][CH2:11][CH2:12][C:6]=1[CH:5]=2.[Cl:16][CH2:17][CH2:18][CH2:19][S:20][C:21]1[N:25]([CH3:26])[C:24]([C:27]2[CH:32]=[CH:31][C:30]([F:33])=[C:29]([F:34])[CH:28]=2)=[N:23][N:22]=1. (2) Given the product [C:1]1([C@H:7]2[CH2:12][CH2:11][C@H:10]([O:13][C:14]3[C:15]([I:31])=[C:16]4[C:21](=[CH:22][CH:23]=3)[CH:20]=[C:19]([C@:24]3([CH3:30])[CH2:28][O:27][C:26](=[O:29])[NH:25]3)[CH:18]=[CH:17]4)[CH2:9][CH2:8]2)[CH:2]=[CH:3][CH:4]=[CH:5][CH:6]=1, predict the reactants needed to synthesize it. The reactants are: [C:1]1([C@@H:7]2[CH2:12][CH2:11][C@H:10]([O:13][C:14]3[CH:15]=[C:16]4[C:21](=[CH:22][CH:23]=3)[CH:20]=[C:19]([C@:24]3([CH3:30])[CH2:28][O:27][C:26](=[O:29])[NH:25]3)[CH:18]=[CH:17]4)[CH2:9][CH2:8]2)[CH:6]=[CH:5][CH:4]=[CH:3][CH:2]=1.[I:31]N1C(=O)CCC1=O.C(Cl)Cl. (3) Given the product [C:1]([C@H:3]1[CH2:8][CH2:7][C@H:6]2[C@H:9]3[C@H:19]([CH2:20][CH2:21][C@:4]12[CH3:5])[C@:17]1([CH3:18])[C:12](=[CH:13][C:14](=[O:22])[CH2:15][C@@H:16]1[CH3:23])[CH2:11][CH2:10]3)#[N:2], predict the reactants needed to synthesize it. The reactants are: [C:1]([C@H:3]1[CH2:8][CH2:7][C@H:6]2[C@H:9]3[C@H:19]([CH2:20][CH2:21][C@:4]12[CH3:5])[C@:17]1([CH3:18])[C:12](=[CH:13][C:14](=[O:22])[CH:15]=[CH:16]1)[CH2:11][CH2:10]3)#[N:2].[CH3:23][Al](C)C.C[Si](Cl)(C)C. (4) Given the product [NH2:36][C:11]1[C:10]2[N:9]=[C:8]([CH2:20][CH2:21][CH3:22])[N:7]([CH2:6][C:2]([CH3:23])([CH3:1])[C:3]([NH2:5])=[O:4])[C:19]=2[C:18]2[CH:17]=[CH:16][CH:15]=[CH:14][C:13]=2[N:12]=1, predict the reactants needed to synthesize it. The reactants are: [CH3:1][C:2]([CH3:23])([CH2:6][N:7]1[C:19]2[C:18]3[CH:17]=[CH:16][CH:15]=[CH:14][C:13]=3[N:12]=[CH:11][C:10]=2[N:9]=[C:8]1[CH2:20][CH2:21][CH3:22])[C:3]([NH2:5])=[O:4].C1C=C(Cl)C=C(C(OO)=O)C=1.[OH-].[NH4+:36].C1(C)C=CC(S(Cl)(=O)=O)=CC=1. (5) Given the product [CH3:1][O:2][C:3](=[O:14])[C:4]1[CH:9]=[C:8]([NH2:10])[CH:7]=[CH:6][C:5]=1[Br:13], predict the reactants needed to synthesize it. The reactants are: [CH3:1][O:2][C:3](=[O:14])[C:4]1[CH:9]=[C:8]([N+:10]([O-])=O)[CH:7]=[CH:6][C:5]=1[Br:13].C(O)(=O)C. (6) The reactants are: C(O[C:6](=[O:15])[NH:7][C@H:8]1[CH2:13][CH2:12][C@@H:11]([NH2:14])[CH2:10][CH2:9]1)(C)(C)C.CCN(C(C)C)C(C)C.[O:25]([C:32]1[N:40]=[CH:39][CH:38]=[CH:37][C:33]=1C(Cl)=O)[C:26]1[CH:31]=[CH:30][CH:29]=[CH:28][CH:27]=1. Given the product [NH2:14][C@@H:11]1[CH2:10][CH2:9][C@H:8]([NH:7][C:6](=[O:15])[C:33]2[CH:37]=[CH:38][CH:39]=[N:40][C:32]=2[O:25][C:26]2[CH:27]=[CH:28][CH:29]=[CH:30][CH:31]=2)[CH2:13][CH2:12]1, predict the reactants needed to synthesize it. (7) Given the product [NH:1]([C:2]1[CH:3]=[CH:4][C:5]([CH2:8][CH2:9][CH:10]([CH2:15][CH2:16][CH2:17][C:18]2[CH:19]=[CH:20][CH:21]=[CH:22][CH:23]=2)[C:11]([O:13][CH3:14])=[O:12])=[CH:6][CH:7]=1)[C:30]1[CH:35]=[CH:34][CH:33]=[CH:32][CH:31]=1, predict the reactants needed to synthesize it. The reactants are: [NH2:1][C:2]1[CH:7]=[CH:6][C:5]([CH2:8][CH2:9][CH:10]([CH2:15][CH2:16][CH2:17][C:18]2[CH:23]=[CH:22][CH:21]=[CH:20][CH:19]=2)[C:11]([O:13][CH3:14])=[O:12])=[CH:4][CH:3]=1.N1C=CC=CC=1.[C:30]1(B(O)O)[CH:35]=[CH:34][CH:33]=[CH:32][CH:31]=1.O.